Predict which catalyst facilitates the given reaction. From a dataset of Catalyst prediction with 721,799 reactions and 888 catalyst types from USPTO. (1) Reactant: [F:1][CH:2]([F:54])[C:3]1[CH:8]=[CH:7][N:6]=[C:5]([NH:9][C:10]2[N:15]=[C:14]([C:16]3[CH:17]=[N:18][C:19]([C@@:22]([C@H:25]4[CH2:30][CH2:29][C@H:28]([C:31]([O:33][CH2:34][O:35][C:36](=[O:52])[O:37][CH2:38][CH2:39][CH2:40][CH2:41][CH2:42][CH2:43][NH:44]C(=O)OC(C)(C)C)=[O:32])[CH2:27][CH2:26]4)([OH:24])[CH3:23])=[CH:20][CH:21]=3)[CH:13]=[C:12]([CH3:53])[CH:11]=2)[CH:4]=1.C(O)(C(F)(F)F)=O. Product: [F:54][CH:2]([F:1])[C:3]1[CH:8]=[CH:7][N:6]=[C:5]([NH:9][C:10]2[N:15]=[C:14]([C:16]3[CH:17]=[N:18][C:19]([C@@:22]([C@H:25]4[CH2:30][CH2:29][C@H:28]([C:31]([O:33][CH2:34][O:35][C:36]([O:37][CH2:38][CH2:39][CH2:40][CH2:41][CH2:42][CH2:43][NH2:44])=[O:52])=[O:32])[CH2:27][CH2:26]4)([OH:24])[CH3:23])=[CH:20][CH:21]=3)[CH:13]=[C:12]([CH3:53])[CH:11]=2)[CH:4]=1. The catalyst class is: 4. (2) Reactant: [CH2:1]([O:3][C:4]([CH2:6][N:7]1[CH2:12][CH2:11][NH:10][CH2:9][CH2:8]1)=[O:5])[CH3:2].Cl[C:14]([O:16][C:17]1[CH:22]=[CH:21][C:20]([N+:23]([O-:25])=[O:24])=[CH:19][CH:18]=1)=[O:15].CCN(C(C)C)C(C)C. Product: [CH2:1]([O:3][C:4](=[O:5])[CH2:6][N:7]1[CH2:8][CH2:9][N:10]([C:14]([O:16][C:17]2[CH:18]=[CH:19][C:20]([N+:23]([O-:25])=[O:24])=[CH:21][CH:22]=2)=[O:15])[CH2:11][CH2:12]1)[CH3:2]. The catalyst class is: 2. (3) Product: [Cl:1][C:2]1[N:3]([CH2:19][C:20]2[CH:21]=[CH:22][C:23]([C:26]3[CH:31]=[CH:30][CH:29]=[CH:28][N:27]=3)=[CH:24][CH:25]=2)[CH:4]=[C:5]2[C:10]=1[C:9](=[O:11])[N:8]([CH3:12])[C:7](=[O:13])[N:6]2[CH2:14][CH:15]([CH3:17])[CH3:16]. The catalyst class is: 634. Reactant: [Cl:1][C:2]1[NH:3][CH:4]=[C:5]2[C:10]=1[C:9](=[O:11])[N:8]([CH3:12])[C:7](=[O:13])[N:6]2[CH2:14][CH:15]([CH3:17])[CH3:16].Cl[CH2:19][C:20]1[CH:25]=[CH:24][C:23]([C:26]2[CH:31]=[CH:30][CH:29]=[CH:28][N:27]=2)=[CH:22][CH:21]=1.C(=O)([O-])[O-].[Cs+].[Cs+].